This data is from HIV replication inhibition screening data with 41,000+ compounds from the AIDS Antiviral Screen. The task is: Binary Classification. Given a drug SMILES string, predict its activity (active/inactive) in a high-throughput screening assay against a specified biological target. The molecule is [Cl-].c1cc[n+]2c(c1)-c1cccc[n+]1[Rh-4]213(N=c2c(c4ccccc4c4ccccc24)=N1)N=c1c(c2ccccc2c2ccccc12)=N3. The result is 0 (inactive).